From a dataset of Catalyst prediction with 721,799 reactions and 888 catalyst types from USPTO. Predict which catalyst facilitates the given reaction. (1) Reactant: [CH2:1]([O:3][C:4]([C:6]1[NH:14][C:13]2[CH:12]=[CH:11][N:10]=[CH:9][C:8]=2[C:7]=1[NH:15][C:16]1[CH:21]=[CH:20][C:19]([I:22])=[CH:18][C:17]=1[F:23])=[O:5])[CH3:2].C(=O)([O-])[O-].[K+].[K+].[I-].[Na+].Br[CH2:33][CH2:34][O:35][CH3:36]. Product: [CH2:1]([O:3][C:4]([C:6]1[N:14]([CH2:33][CH2:34][O:35][CH3:36])[C:13]2[CH:12]=[CH:11][N:10]=[CH:9][C:8]=2[C:7]=1[NH:15][C:16]1[CH:21]=[CH:20][C:19]([I:22])=[CH:18][C:17]=1[F:23])=[O:5])[CH3:2]. The catalyst class is: 18. (2) Reactant: [O:1]1[C:5]2[CH:6]=[CH:7][C:8]([C:10](=O)[CH:11](Br)[C:12]3[CH:17]=[CH:16][CH:15]=[C:14]([CH3:18])[N:13]=3)=[CH:9][C:4]=2[O:3][CH2:2]1.[NH2:21][C:22]1[N:27]=[CH:26][CH:25]=[CH:24][N:23]=1.C(=O)([O-])O.[Na+]. Product: [O:1]1[C:5]2[CH:6]=[CH:7][C:8]([C:10]3[N:21]=[C:22]4[N:27]=[CH:26][CH:25]=[CH:24][N:23]4[C:11]=3[C:12]3[CH:17]=[CH:16][CH:15]=[C:14]([CH3:18])[N:13]=3)=[CH:9][C:4]=2[O:3][CH2:2]1. The catalyst class is: 288. (3) Reactant: [OH-].[Na+].[F:3][C:4]1[CH:5]=[C:6]([C@@H:11]2[CH2:13][C@H:12]2[C:14]([O:16]CC)=[O:15])[CH:7]=[CH:8][C:9]=1[F:10]. Product: [F:3][C:4]1[CH:5]=[C:6]([C@@H:11]2[CH2:13][C@H:12]2[C:14]([OH:16])=[O:15])[CH:7]=[CH:8][C:9]=1[F:10]. The catalyst class is: 5. (4) Reactant: C([O:8][C:9]1[CH:10]=[CH:11][C:12]([CH2:16][NH:17][C:18]2[C:23]([Cl:24])=[C:22]([CH3:25])[N:21]=[C:20]([CH3:26])[N:19]=2)=[N:13][C:14]=1[Cl:15])C1C=CC=CC=1.Cl.C(=O)(O)[O-].[Na+]. Product: [Cl:15][C:14]1[C:9]([OH:8])=[CH:10][CH:11]=[C:12]([CH2:16][NH:17][C:18]2[C:23]([Cl:24])=[C:22]([CH3:25])[N:21]=[C:20]([CH3:26])[N:19]=2)[N:13]=1. The catalyst class is: 8. (5) Reactant: [C:1]([CH2:3][C:4]1[CH:12]=[CH:11][C:7]2[O:8][CH2:9][O:10][C:6]=2[C:5]=1[CH2:13][C:14]#[N:15])#N.N. Product: [O:10]1[C:6]2[C:5]3[CH2:13][CH2:14][NH:15][CH2:1][CH2:3][C:4]=3[CH:12]=[CH:11][C:7]=2[O:8][CH2:9]1. The catalyst class is: 171. (6) Reactant: [CH2:1]([NH:5][C:6]1[CH:7]=[CH:8][C:9]2[N:10]([C:12]([C:15]3[CH:31]=[CH:30][C:18]([C:19]([NH:21][CH2:22][CH:23]4[CH2:27][O:26]C(C)(C)[O:24]4)=[O:20])=[CH:17][CH:16]=3)=[CH:13][N:14]=2)[N:11]=1)[CH2:2][CH2:3][CH3:4].CC(O)=O. Product: [CH2:1]([NH:5][C:6]1[CH:7]=[CH:8][C:9]2[N:10]([C:12]([C:15]3[CH:31]=[CH:30][C:18]([C:19]([NH:21][CH2:22][CH:23]([OH:24])[CH2:27][OH:26])=[O:20])=[CH:17][CH:16]=3)=[CH:13][N:14]=2)[N:11]=1)[CH2:2][CH2:3][CH3:4]. The catalyst class is: 6. (7) Reactant: CC[CH2:3][CH2:4][CH3:5].[C:6]([Li])([CH3:9])([CH3:8])[CH3:7].[Cl:11][C:12]1[C:20]2[N:19]=[C:18]([NH:21][C:22]3[C:27]([CH3:28])=[CH:26][C:25]([Cl:29])=[CH:24][C:23]=3[O:30][CH3:31])[N:17]([CH3:32])[C:16]=2[C:15]([C:33]([O:35]C)=O)=[CH:14][CH:13]=1.[CH2:37](OCC)C. Product: [Cl:11][C:12]1[C:20]2[N:19]=[C:18]([NH:21][C:22]3[C:27]([CH3:28])=[CH:26][C:25]([Cl:29])=[CH:24][C:23]=3[O:30][CH3:31])[N:17]([CH3:32])[C:16]=2[C:15]([C:33]([OH:35])([C:4]([CH3:3])([CH3:5])[CH3:37])[C:6]([CH3:9])([CH3:8])[CH3:7])=[CH:14][CH:13]=1. The catalyst class is: 6.